This data is from Experimentally validated miRNA-target interactions with 360,000+ pairs, plus equal number of negative samples. The task is: Binary Classification. Given a miRNA mature sequence and a target amino acid sequence, predict their likelihood of interaction. (1) The miRNA is hsa-miR-1976 with sequence CCUCCUGCCCUCCUUGCUGU. The protein sequence of the target gene is MDEEPERTKRWEGGYERTWEILKEDESGSLKATIEDILFKAKRKRVFEHHGQVRLGMMRHLYVVVDGSRTMEDQDLKPNRLTCTLKLLEYFVEEYFDQNPISQIGIIVTKSKRAEKLTELSGNPRKHITSLKEAVDMTCHGEPSLYNSLSMAMQTLKHMPGHTSREVLIIFSSLTTCDPSNIYDLIKTLKAAKIRVSVIGLSAEVRVCTVLARETGGTYHVILDESHYKELLTHHLSPPPASSSSECSLIRMGFPQHTIASLSDQDAKPSFSMAHLDGNTEPGLTLGGYFCPQCRAKYCE.... Result: 1 (interaction). (2) The miRNA is hsa-miR-424-5p with sequence CAGCAGCAAUUCAUGUUUUGAA. The protein sequence of the target gene is MAVELGVLLVRPRPGTGLGRVMRTLLLVLWLATRGSALYFHIGETEKKCFIEEIPDETMVIGNYRTQLYDKQREEYQPATPGLGMFVEVKDPEDKVILARQYGSEGRFTFTSHTPGEHQICLHSNSTKFSLFAGGMLRVHLDIQVGEHANDYAEIAAKDKLSELQLRVRQLVEQVEQIQKEQNYQRWREERFRQTSESTNQRVLWWSILQTLILVAIGVWQMRHLKSFFEAKKLV. Result: 0 (no interaction). (3) The miRNA is hsa-miR-670-5p with sequence GUCCCUGAGUGUAUGUGGUG. The protein sequence of the target gene is MALSSRARAFSVEALVGRPSKRKLQDPIQAEQPELREKKGGEEEEERRSSAAGKSEPLEKQPKTEPSTSASSGCGSDSGYGNSSESLEEKDIQMELQGSELWKRFHDIGTEMIITKAGRRMFPSVRVKVKGLDPGKQYHVAIDVVPVDSKRYRYVYHSSQWMVAGNTDHLCIIPRFYVHPDSPCSGETWMRQIISFDRMKLTNNEMDDKGHIILQSMHKYKPRVHVIEQGSSVDLSQIQSLPTEGVKTFSFKETEFTTVTAYQNQQITKLKIERNPFAKGFRDTGRNRGVLDGLLETYPW.... Result: 0 (no interaction). (4) The miRNA is hsa-miR-1184 with sequence CCUGCAGCGACUUGAUGGCUUCC. The protein sequence of the target gene is MFVQEEKIFAGKVLRLHICAADGAEWLEEATEDTSVEKLKESCLKHGAHGSLEDPKNVTHHKLIHAASERVLSDSKTILEENIQDQDVLLLIKKRVPSPLPKMADVSAEEKKKQEQKAPDKDAILRATANLPACSTDRTAVQTTMRDFQTELRKILVSLIEVAQKLLALNPDAVELFKKANAMLDEDEDERVDETALRQLTEMGFPESRASKALRLNHMSVPQAMEWLIEHSEDPAIDTPLPGHAAQAGASAAATTSSTSSEAAVGTSVEDEESRDELTEIFKKIRRKKEFRADARAVIS.... Result: 0 (no interaction). (5) The miRNA is hsa-miR-942-3p with sequence CACAUGGCCGAAACAGAGAAGU. The protein sequence of the target gene is MAGKRSGWSRAALLQLLLGVNLVVMPPTRARSLRFVTLLYRHGDRSPVKTYPKDPYQEEEWPQGFGQLTKEGMLQHWELGQALRQRYHGFLNTSYHRQEVYVRSTDFDRTLMSAEANLAGLFPPNGMQRFNPNISWQPIPVHTVPITEDRLLKFPLGPCPRYEQLQNETRQTPEYQNESSRNAQFLDMVANETGLTDLTLETVWNVYDTLFCEQTHGLRLPPWASPQTMQRLSRLKDFSFRFLFGIYQQAEKARLQGGVLLAQIRKNLTLMATTSQLPKLLVYSAHDTTLVALQMALDVY.... Result: 0 (no interaction). (6) The miRNA is rno-miR-103-3p with sequence AGCAGCAUUGUACAGGGCUAUGA. The protein sequence of the target gene is MLGICRGRRKFLAASLSLLCIPAITWIYLFSGSFEDGKPVSLSPLESQAHSPRYTASSQRERESLEVRMREVEEENRALRRQLSLAQGRAPSHRRGNHSKTYSMEEGTGDSENLRAGIVAGNSSECGQQPVVEKCETIHVAIVCAGYNASRDVVTLVKSVLFHRRNPLHFHLIADSIAEQILATLFQTWMVPAVRVDFYNADELKSEVSWIPNKHYSGIYGLMKLVLTKTLPANLERVIVLDTDITFATDIAELWAVFHKFKGQQVLGLVENQSDWYLGNLWKNHRPWPALGRGYNTGVI.... Result: 0 (no interaction).